Dataset: Full USPTO retrosynthesis dataset with 1.9M reactions from patents (1976-2016). Task: Predict the reactants needed to synthesize the given product. (1) Given the product [CH2:42]([O:46][C:47]1([C:51]2[CH:56]=[CH:55][CH:54]=[CH:53][C:1]=2[CH3:2])[CH2:48][N:49]([C:24](=[O:26])[CH:23]([CH:36]([CH2:37][C:62]2[NH:11][CH:63]=[N:60][CH:61]=2)[C:68]([NH2:67])=[O:69])[CH2:27][C:28]2[CH:29]=[CH:30][C:31]([OH:34])=[CH:32][CH:33]=2)[CH2:50]1)[CH2:43][CH2:44][CH3:45], predict the reactants needed to synthesize it. The reactants are: [CH2:1](Cl)[CH2:2]Cl.C1C=CC2N(O)N=[N:11]C=2C=1.C(OC(N[C@H:23]([CH2:27][C:28]1[CH:33]=[CH:32][C:31]([OH:34])=[CH:30][CH:29]=1)[C:24]([OH:26])=O)=O)(C)(C)C.F[C:36](F)(F)[C:37](O)=O.[CH2:42]([O:46][C:47]1([C:51]2[CH:56]=[CH:55][CH:54]=[CH:53]C=2C)[CH2:50][NH:49][CH2:48]1)[CH2:43][CH2:44][CH3:45].C([N:60]([CH2:63]C)[CH2:61][CH3:62])C.Cl.C[N:67](C)[CH:68]=[O:69]. (2) Given the product [CH:34]1([C:32]2[NH:31][C:30]3[CH:37]=[C:26]([O:25][C:21]4[N:22]=[CH:23][N:24]=[C:19]([N:14]5[CH2:13][CH2:12][C:5]6([O:4][C:3](=[O:17])[NH:2][C:7]7[N:8]=[CH:9][CH:10]=[CH:11][C:6]6=7)[CH2:16][CH2:15]5)[CH:20]=4)[CH:27]=[C:28]([CH3:38])[C:29]=3[N:33]=2)[CH2:35][CH2:36]1, predict the reactants needed to synthesize it. The reactants are: Cl.[NH:2]1[C:7]2[N:8]=[CH:9][CH:10]=[CH:11][C:6]=2[C:5]2([CH2:16][CH2:15][NH:14][CH2:13][CH2:12]2)[O:4][C:3]1=[O:17].Cl[C:19]1[N:24]=[CH:23][N:22]=[C:21]([O:25][C:26]2[CH:27]=[C:28]([CH3:38])[C:29]3[N:33]=[C:32]([CH:34]4[CH2:36][CH2:35]4)[NH:31][C:30]=3[CH:37]=2)[CH:20]=1.CCN(C(C)C)C(C)C.